From a dataset of Catalyst prediction with 721,799 reactions and 888 catalyst types from USPTO. Predict which catalyst facilitates the given reaction. (1) Reactant: [CH3:1][C:2]1[CH:36]=[CH:35][C:5]([CH2:6][N:7]2[C:12](=[N:13][C:14]3[CH:19]=[CH:18][C:17]([O:20][CH:21]([CH3:23])[CH3:22])=[C:16]([CH:24]=[CH2:25])[CH:15]=3)[NH:11][C:10](=[O:26])[N:9]([CH2:27][C@@H:28]([C:30]([O:32]C)=[O:31])[CH3:29])[C:8]2=[O:34])=[CH:4][CH:3]=1.CO.[OH-].[Li+].C(O)(=O)CC(CC(O)=O)(C(O)=O)O. Product: [CH3:1][C:2]1[CH:3]=[CH:4][C:5]([CH2:6][N:7]2[C:12](=[N:13][C:14]3[CH:19]=[CH:18][C:17]([O:20][CH:21]([CH3:22])[CH3:23])=[C:16]([CH:24]=[CH2:25])[CH:15]=3)[NH:11][C:10](=[O:26])[N:9]([CH2:27][C@@H:28]([C:30]([OH:32])=[O:31])[CH3:29])[C:8]2=[O:34])=[CH:35][CH:36]=1. The catalyst class is: 1. (2) Reactant: [C:1]([N:4]1[CH2:10][CH2:9][CH2:8][CH2:7][C:6]2[N:11]=[C:12]([C:14]3[CH:19]=[CH:18][C:17]([OH:20])=[CH:16][CH:15]=3)[S:13][C:5]1=2)(=[O:3])[CH3:2].[H-].[Na+].CC1C=CC(S(O[C@H:34]2[CH2:37][C@@H:36]([N:38]3[CH2:43][CH2:42][CH2:41][CH2:40][CH2:39]3)[CH2:35]2)(=O)=O)=CC=1. Product: [C:1]([N:4]1[CH2:10][CH2:9][CH2:8][CH2:7][C:6]2[N:11]=[C:12]([C:14]3[CH:15]=[CH:16][C:17]([O:20][C@H:34]4[CH2:37][C@H:36]([N:38]5[CH2:43][CH2:42][CH2:41][CH2:40][CH2:39]5)[CH2:35]4)=[CH:18][CH:19]=3)[S:13][C:5]1=2)(=[O:3])[CH3:2]. The catalyst class is: 80. (3) Reactant: [CH3:1][NH:2][CH2:3][CH2:4][NH:5][CH3:6].C(N(CC)CC)C.[C:22](O[C:22]([O:24][C:25]([CH3:28])([CH3:27])[CH3:26])=[O:23])([O:24][C:25]([CH3:28])([CH3:27])[CH3:26])=[O:23]. Product: [C:25]([O:24][C:22]([N:2]([CH3:1])[CH2:3][CH2:4][NH:5][CH3:6])=[O:23])([CH3:26])([CH3:27])[CH3:28]. The catalyst class is: 4. (4) Reactant: [Cl:1][C:2]1[CH:30]=[CH:29][C:5]([CH2:6][N:7]([CH2:26][C:27]#[N:28])[C:8]([C:10]2([CH3:25])[CH2:13][CH2:12][N:11]2[C:14](=[O:24])[CH2:15][C:16]2[CH:21]=[C:20]([CH3:22])[CH:19]=[C:18]([CH3:23])[CH:17]=2)=[O:9])=[CH:4][CH:3]=1.[Sn]([N:44]=[N+:45]=[N-:46])(CCCC)(CCCC)CCCC.Cl. Product: [Cl:1][C:2]1[CH:3]=[CH:4][C:5]([CH2:6][N:7]([CH2:26][C:27]2[NH:46][N:45]=[N:44][N:28]=2)[C:8]([C:10]2([CH3:25])[CH2:13][CH2:12][N:11]2[C:14](=[O:24])[CH2:15][C:16]2[CH:21]=[C:20]([CH3:22])[CH:19]=[C:18]([CH3:23])[CH:17]=2)=[O:9])=[CH:29][CH:30]=1. The catalyst class is: 691. (5) Reactant: Br[C:2]1[CH:11]=[CH:10][C:5]([C:6]([O:8][CH3:9])=[O:7])=[CH:4][C:3]=1[CH3:12].[CH3:13][C:14]1[C:15](B(O)O)=[CH:16][S:17][CH:18]=1.C(=O)([O-])[O-].[K+].[K+]. Product: [CH3:12][C:3]1[CH:4]=[C:5]([CH:10]=[CH:11][C:2]=1[C:15]1[C:14]([CH3:13])=[CH:18][S:17][CH:16]=1)[C:6]([O:8][CH3:9])=[O:7]. The catalyst class is: 398. (6) Reactant: [F:1][C:2]1[C:7]([F:8])=[C:6]([CH2:9][OH:10])[C:5]([F:11])=[C:4]([F:12])[C:3]=1[CH2:13][OH:14].O.[OH-].[Na+].S(OC)(O[CH3:22])(=O)=O. Product: [CH3:22][O:14][CH2:13][C:3]1[C:2]([F:1])=[C:7]([F:8])[C:6]([CH2:9][OH:10])=[C:5]([F:11])[C:4]=1[F:12]. The catalyst class is: 11. (7) Reactant: [NH2:1][C:2]1[CH:3]=[C:4]2[C:8](=[CH:9][CH:10]=1)[N:7]([CH2:11][C:12]([O:14][CH3:15])=[O:13])[C:6](=[O:16])[CH2:5]2.[CH3:17][S:18](Cl)(=[O:20])=[O:19]. Product: [CH3:17][S:18]([NH:1][C:2]1[CH:3]=[C:4]2[C:8](=[CH:9][CH:10]=1)[N:7]([CH2:11][C:12]([O:14][CH3:15])=[O:13])[C:6](=[O:16])[CH2:5]2)(=[O:20])=[O:19]. The catalyst class is: 17.